From a dataset of Forward reaction prediction with 1.9M reactions from USPTO patents (1976-2016). Predict the product of the given reaction. (1) Given the reactants Br[C:2]1[N:3]=[CH:4][C:5]2[N:6]([C:8]([C:11]3[CH:16]=[CH:15][C:14]([Cl:17])=[CH:13][CH:12]=3)=[CH:9][N:10]=2)[CH:7]=1.C([O-])([O-])=O.[K+].[K+].B([C:27]1[CH:35]=[CH:34][C:30]([C:31]([OH:33])=[O:32])=[CH:29][CH:28]=1)(O)O, predict the reaction product. The product is: [Cl:17][C:14]1[CH:15]=[CH:16][C:11]([C:8]2[N:6]3[CH:7]=[C:2]([C:27]4[CH:35]=[CH:34][C:30]([C:31]([OH:33])=[O:32])=[CH:29][CH:28]=4)[N:3]=[CH:4][C:5]3=[N:10][CH:9]=2)=[CH:12][CH:13]=1. (2) Given the reactants [NH:1]([C:3]1[N:8]=[CH:7][N:6]=[C:5]2[N:9]([C:12]3[CH:17]=[CH:16][CH:15]=[CH:14][CH:13]=3)[N:10]=[CH:11][C:4]=12)[NH2:2].[Cl:18][C:19]1[CH:20]=[C:21]([CH:24]=[CH:25][N:26]=1)[CH:22]=O.C1(N2C3=NC=NC(NN=CC4C=CN=CC=4)=C3C=N2)C=CC=CC=1, predict the reaction product. The product is: [C:12]1([N:9]2[C:5]3=[N:6][CH:7]=[N:8][C:3]([NH:1][N:2]=[CH:22][C:21]4[CH:24]=[CH:25][N:26]=[C:19]([Cl:18])[CH:20]=4)=[C:4]3[CH:11]=[N:10]2)[CH:17]=[CH:16][CH:15]=[CH:14][CH:13]=1. (3) Given the reactants [CH3:1][C:2]1[CH:3]=[C:4]2[C:9](=[CH:10][C:11]=1OS(C(F)(F)F)(=O)=O)[O:8][CH:7]([C:20]([F:23])([F:22])[F:21])[C:6]([C:24]([O:26]CC)=[O:25])=[CH:5]2.P([O-])([O-])([O-])=O.[K+].[K+].[K+].C(P(C(C)(C)C)C1C=CC=CC=1C1C=CC=CC=1)(C)(C)C.[CH2:58]([C:60]1[CH:65]=[CH:64][C:63]([OH:66])=[CH:62][CH:61]=1)[CH3:59], predict the reaction product. The product is: [CH2:58]([C:60]1[CH:65]=[CH:64][C:63]([O:66][C:11]2[CH:10]=[C:9]3[C:4]([CH:5]=[C:6]([C:24]([OH:26])=[O:25])[CH:7]([C:20]([F:23])([F:21])[F:22])[O:8]3)=[CH:3][C:2]=2[CH3:1])=[CH:62][CH:61]=1)[CH3:59]. (4) Given the reactants [CH:1]1([CH2:4][O:5][C:6]2[CH:11]=[CH:10][C:9]([C:12]([F:15])([F:14])[F:13])=[CH:8][C:7]=2[C:16]2[C:17]3[N:24]([CH2:25][O:26][CH2:27][CH2:28][Si:29]([CH3:32])([CH3:31])[CH3:30])[C:23]([CH3:33])=[C:22]([C:34](O)=[O:35])[C:18]=3[N:19]=[CH:20][N:21]=2)[CH2:3][CH2:2]1.[NH2:37][C@H:38]1[CH2:43][CH2:42][C@H:41]([NH:44][C:45](=[O:51])[O:46][C:47]([CH3:50])([CH3:49])[CH3:48])[CH2:40][CH2:39]1, predict the reaction product. The product is: [CH:1]1([CH2:4][O:5][C:6]2[CH:11]=[CH:10][C:9]([C:12]([F:13])([F:15])[F:14])=[CH:8][C:7]=2[C:16]2[C:17]3[N:24]([CH2:25][O:26][CH2:27][CH2:28][Si:29]([CH3:32])([CH3:31])[CH3:30])[C:23]([CH3:33])=[C:22]([C:34]([NH:37][C@H:38]4[CH2:43][CH2:42][C@H:41]([NH:44][C:45](=[O:51])[O:46][C:47]([CH3:49])([CH3:48])[CH3:50])[CH2:40][CH2:39]4)=[O:35])[C:18]=3[N:19]=[CH:20][N:21]=2)[CH2:2][CH2:3]1.